The task is: Predict the reactants needed to synthesize the given product.. This data is from Full USPTO retrosynthesis dataset with 1.9M reactions from patents (1976-2016). (1) The reactants are: [N:1]12[CH2:8][CH2:7][CH:4]([CH2:5][CH2:6]1)[C@@H:3]([C:9]([OH:11])=O)[CH2:2]2.S(Cl)(Cl)=O.[Br:16][C:17]1[CH:23]=[CH:22][C:20]([NH2:21])=[CH:19][CH:18]=1.C(N(CC)C(C)C)(C)C. Given the product [Br:16][C:17]1[CH:23]=[CH:22][C:20]([NH:21][C:9]([C@@H:3]2[CH:4]3[CH2:5][CH2:6][N:1]([CH2:8][CH2:7]3)[CH2:2]2)=[O:11])=[CH:19][CH:18]=1, predict the reactants needed to synthesize it. (2) Given the product [OH:2][C:3]([CH3:22])([CH3:23])[CH2:4][CH2:5][CH2:6][CH:7]([C:9]1[S:13][C:12]([NH:14][C:15](=[O:21])[C@@H:16]([NH:20][CH:26]([CH2:27][CH3:28])[CH2:25][CH3:24])[CH2:17][CH2:18][CH3:19])=[N:11][CH:10]=1)[CH3:8], predict the reactants needed to synthesize it. The reactants are: Cl.[OH:2][C:3]([CH3:23])([CH3:22])[CH2:4][CH2:5][CH2:6][CH:7]([C:9]1[S:13][C:12]([NH:14][C:15](=[O:21])[C@@H:16]([NH2:20])[CH2:17][CH2:18][CH3:19])=[N:11][CH:10]=1)[CH3:8].[CH3:24][CH2:25][C:26](=O)[CH2:27][CH3:28].C([O-])(=O)C.[Na+].S([O-])([O-])(=O)=O.[Na+].[Na+].C([BH3-])#N.[Na+]. (3) Given the product [C:2]([O:21][C@H:22]1[C@H:26]([O:27][C:2](=[O:21])[C:15]2[CH:20]=[CH:19][CH:18]=[CH:17][CH:16]=2)[C@@H:28]([CH2:30][OH:31])[O:29][C@@H:23]1[CH2:24][OH:25])(=[O:1])[C:15]1[CH:20]=[CH:19][CH:18]=[CH:17][CH:16]=1, predict the reactants needed to synthesize it. The reactants are: [OH2:1].[C:2]([O:21][CH2:22][C@H:23]1[O:29][C@H:28]([CH2:30][O:31]C(C2C=CC=CC=2)(C2C=CC=CC=2)C2C=CC=CC=2)[C@@H:26]([OH:27])[C@@H:24]1[OH:25])([C:15]1[CH:20]=[CH:19][CH:18]=[CH:17][CH:16]=1)(C1C=CC=CC=1)C1C=CC=CC=1. (4) Given the product [CH2:23]([O:35][C:34](=[O:36])[C:33]1[CH:37]=[CH:38][C:39]([O:41][CH2:3][C:4]2[CH:9]=[CH:8][CH:7]=[CH:6][CH:5]=2)=[CH:40][C:32]=1[F:31])[C:24]1[CH:29]=[CH:28][CH:27]=[CH:26][CH:25]=1, predict the reactants needed to synthesize it. The reactants are: CO[C:3](=O)[C:4]1[CH:9]=[CH:8][C:7](OCC2N(C)C3C=CC=CC=3N=2)=[CH:6][CH:5]=1.[CH2:23](Br)[C:24]1[CH:29]=[CH:28][CH:27]=[CH:26][CH:25]=1.[F:31][C:32]1[CH:40]=[C:39]([OH:41])[CH:38]=[CH:37][C:33]=1[C:34]([OH:36])=[O:35]. (5) Given the product [C:1]([C:7]1[C:11]2[CH:12]=[CH:13][CH:14]=[CH:15][C:10]=2[O:9][C:8]=1[C:16]1[CH:17]=[C:18]2[C:23](=[CH:24][CH:25]=1)[C:22]([C:26]1[CH:31]=[CH:30][CH:29]=[CH:28][CH:27]=1)=[C:21]([O:32][CH2:33][C:34]([OH:36])=[O:35])[CH:20]=[CH:19]2)(=[O:6])[CH2:2][CH2:3][CH2:4][CH3:5], predict the reactants needed to synthesize it. The reactants are: [C:1]([C:7]1[C:11]2[CH:12]=[CH:13][CH:14]=[CH:15][C:10]=2[O:9][C:8]=1[C:16]1[CH:17]=[C:18]2[C:23](=[CH:24][CH:25]=1)[C:22]([C:26]1[CH:31]=[CH:30][CH:29]=[CH:28][CH:27]=1)=[C:21]([O:32][CH2:33][C:34]([O:36]CC)=[O:35])[CH:20]=[CH:19]2)(=[O:6])[CH2:2][CH2:3][CH2:4][CH3:5].[OH-].[K+]. (6) Given the product [CH3:36][S:37]([O:17][CH2:16][CH2:15][CH2:14][C@@H:13]1[C@:8]([C:6]2[CH:7]=[C:2]([Br:1])[CH:3]=[CH:4][C:5]=2[F:29])([CH3:28])[N:9]=[C:10]([NH:20][C:21]([O:22][C:23]([CH3:24])([CH3:25])[CH3:26])=[O:27])[CH2:11][S:12]1(=[O:18])=[O:19])(=[O:39])=[O:38], predict the reactants needed to synthesize it. The reactants are: [Br:1][C:2]1[CH:3]=[CH:4][C:5]([F:29])=[C:6]([C@:8]2([CH3:28])[C@@H:13]([CH2:14][CH2:15][CH2:16][OH:17])[S:12](=[O:19])(=[O:18])[CH2:11][C:10]([NH:20][C:21](=[O:27])[O:22][C:23]([CH3:26])([CH3:25])[CH3:24])=[N:9]2)[CH:7]=1.N1C=CC=CC=1.[CH3:36][S:37](Cl)(=[O:39])=[O:38]. (7) Given the product [NH2:1][C:2]1[CH:3]=[CH:4][C:5]2[N:9]=[CH:8][N:7]([CH:10]([CH3:16])[CH2:11][C:12]([OH:14])=[O:13])[C:6]=2[CH:17]=1, predict the reactants needed to synthesize it. The reactants are: [NH2:1][C:2]1[CH:3]=[CH:4][C:5]2[N:9]=[CH:8][N:7]([CH:10]([CH3:16])[CH2:11][C:12]([O:14]C)=[O:13])[C:6]=2[CH:17]=1.